Dataset: Forward reaction prediction with 1.9M reactions from USPTO patents (1976-2016). Task: Predict the product of the given reaction. (1) Given the reactants COC([C:7]1[S:8][CH:9]=[CH:10][CH:11]=1)C(O)=O.[F:12][C:13]([F:18])([F:17])[C:14]([OH:16])=[O:15].[CH3:19][N:20]1[CH2:25][CH2:24][CH:23]([O:26][C:27]2[CH:32]=[CH:31][C:30]([C:33]3[C:41]4[C:36](=[CH:37][CH:38]=[C:39]([NH2:42])[CH:40]=4)[NH:35][N:34]=3)=[CH:29][CH:28]=2)[CH2:22][CH2:21]1.CCN(C(C)C)C(C)C.CN([C:55]([O:59]N1N=NC2C=CC=CC1=2)=[N+](C)C)C.[B-](F)(F)(F)F, predict the reaction product. The product is: [CH3:55][O:59][CH:13]([C:10]1[CH:11]=[CH:7][S:8][CH:9]=1)[C:14]([NH:42][C:39]1[CH:40]=[C:41]2[C:36](=[CH:37][CH:38]=1)[NH:35][N:34]=[C:33]2[C:30]1[CH:31]=[CH:32][C:27]([O:26][CH:23]2[CH2:22][CH2:21][N:20]([CH3:19])[CH2:25][CH2:24]2)=[CH:28][CH:29]=1)=[O:16].[C:14]([OH:16])([C:13]([F:18])([F:17])[F:12])=[O:15]. (2) Given the reactants C([O:8][N:9]([CH:21]=[O:22])[CH2:10][C@@H:11]([CH2:15][CH:16]1[CH2:20][CH2:19][CH2:18][CH2:17]1)[C:12]([OH:14])=O)C1C=CC=CC=1.Cl.C(OC(=O)[N:33]([CH:43]1[CH2:48][CH2:47][N:46]([C:49](=[O:56])[C@@H:50]([NH2:55])[C:51]([CH3:54])([CH3:53])[CH3:52])[CH2:45][CH2:44]1)[CH2:34][C:35]1[CH:40]=[CH:39][C:38](C#N)=[CH:37][CH:36]=1)C1C=CC=CC=1, predict the reaction product. The product is: [C:49]([NH:46][C:38]1[CH:37]=[CH:36][C:35]([CH2:34][NH:33][CH:43]2[CH2:44][CH2:45][N:46]([C:49]([C@@H:50]([NH:55][C:12](=[O:14])[C@H:11]([CH2:15][CH:16]3[CH2:17][CH2:18][CH2:19][CH2:20]3)[CH2:10][N:9]([CH:21]=[O:22])[OH:8])[C:51]([CH3:52])([CH3:54])[CH3:53])=[O:56])[CH2:47][CH2:48]2)=[CH:40][CH:39]=1)(=[O:56])[CH3:50].